Dataset: Reaction yield outcomes from USPTO patents with 853,638 reactions. Task: Predict the reaction yield, written as a fraction of the theoretical maximum amount of product (1.0 means a 100% yield; for example, 0.34 means a 34% yield). (1) The reactants are O[CH2:2][C:3]1[C:12]2[O:11][CH2:10][CH2:9][O:8][C:7]=2[CH:6]=[CH:5][CH:4]=1.S(Cl)(Cl)=O.[C-]#N.[Na+].[OH-:20].[Na+].[CH2:22]([OH:24])C. The catalyst is ClCCl.O.CN(C)C=O. The product is [O:8]1[C:7]2[CH:6]=[CH:5][CH:4]=[C:3]([CH2:2][C:22]([OH:24])=[O:20])[C:12]=2[O:11][CH2:10][CH2:9]1. The yield is 0.430. (2) The reactants are [F:1][C:2]([F:40])([F:39])[C:3]1[CH:4]=[C:5]([C:13]([CH3:38])([CH3:37])[C:14]([N:16]([CH3:36])[C:17]2[CH:18]=[N:19][C:20]([N:30]3CC[O:33][CH2:32][CH2:31]3)=[CH:21][C:22]=2[C:23]2[CH:28]=[CH:27][CH:26]=[CH:25][C:24]=2[CH3:29])=[O:15])[CH:6]=[C:7]([C:9]([F:12])([F:11])[F:10])[CH:8]=1.I([O-])(=O)(=O)=O.[Na+].C(Cl)(Cl)(Cl)Cl.C(#N)C. The yield is 0.370. The product is [F:39][C:2]([F:1])([F:40])[C:3]1[CH:4]=[C:5]([C:13]([CH3:37])([CH3:38])[C:14]([N:16]([C:17]2[CH:18]=[N:19][C:20]([NH:30][CH2:31][CH2:32][OH:33])=[CH:21][C:22]=2[C:23]2[CH:28]=[CH:27][CH:26]=[CH:25][C:24]=2[CH3:29])[CH3:36])=[O:15])[CH:6]=[C:7]([C:9]([F:10])([F:11])[F:12])[CH:8]=1. The catalyst is O.[Ru](Cl)(Cl)Cl.ClCCl.O. (3) The reactants are Br[C:2]1[N:7]=[C:6]([NH:8][CH2:9][CH:10]2[CH2:15][CH2:14][O:13][CH2:12][CH2:11]2)[C:5]([Cl:16])=[N:4][CH:3]=1.C([O-])([O-])=O.[Na+].[Na+].[Cl:23][C:24]1[C:25](B(O)O)=[CH:26][C:27]([F:30])=[N:28][CH:29]=1.C(Cl)Cl. The catalyst is COCCOC.CCOC(C)=O.C1C=CC(P(C2C=CC=CC=2)[C-]2C=CC=C2)=CC=1.C1C=CC(P(C2C=CC=CC=2)[C-]2C=CC=C2)=CC=1.Cl[Pd]Cl.[Fe+2]. The product is [Cl:16][C:5]1[C:6]([NH:8][CH2:9][CH:10]2[CH2:15][CH2:14][O:13][CH2:12][CH2:11]2)=[N:7][C:2]([C:25]2[C:24]([Cl:23])=[CH:29][N:28]=[C:27]([F:30])[CH:26]=2)=[CH:3][N:4]=1. The yield is 0.384.